Dataset: Full USPTO retrosynthesis dataset with 1.9M reactions from patents (1976-2016). Task: Predict the reactants needed to synthesize the given product. (1) The reactants are: [CH:1]1([C:4]2[C:5]([O:21][CH2:22][C:23]([F:26])([F:25])[F:24])=[CH:6][C:7]([C:10]([NH:12][CH:13]([C:17]([CH3:20])([CH3:19])[CH3:18])[C:14](O)=[O:15])=[O:11])=[N:8][CH:9]=2)[CH2:3][CH2:2]1.[NH:27]1[C:30]2([CH2:33][O:32][CH2:31]2)[CH2:29][CH2:28]1.C([O-])(=O)C([O-])=O. Given the product [CH:1]1([C:4]2[C:5]([O:21][CH2:22][C:23]([F:24])([F:26])[F:25])=[CH:6][C:7]([C:10]([NH:12][CH:13]([C:17]([CH3:18])([CH3:19])[CH3:20])[C:14]([N:27]3[C:30]4([CH2:33][O:32][CH2:31]4)[CH2:29][CH2:28]3)=[O:15])=[O:11])=[N:8][CH:9]=2)[CH2:3][CH2:2]1, predict the reactants needed to synthesize it. (2) Given the product [O:1]1[C@H:3]2[CH2:4][C@@:5]3([CH3:39])[CH:9]([CH:10]4[CH2:11][C@H:12]([F:21])[C:13]5[C@@:18]([CH3:19])([C@:2]124)[CH:17]=[CH:16][C:15](=[O:20])[CH:14]=5)[CH2:8][C@@H:7]([CH3:22])[C@:6]3([O:27][C:28]([C:30]1[O:31][C:32]([OH:35])=[CH:33][CH:34]=1)=[O:29])[C:23]([O:25][CH3:26])=[O:24], predict the reactants needed to synthesize it. The reactants are: [O:1]1[C@H:3]2[CH2:4][C@@:5]3([CH3:39])[CH:9]([CH:10]4[CH2:11][C@H:12]([F:21])[C:13]5[C@@:18]([CH3:19])([C@:2]124)[CH:17]=[CH:16][C:15](=[O:20])[CH:14]=5)[CH2:8][C@@H:7]([CH3:22])[C@:6]3([O:27][C:28]([C:30]1[O:31][C:32]([O:35]C(=O)C)=[CH:33][CH:34]=1)=[O:29])[C:23]([O:25][CH3:26])=[O:24].[OH-].[Na+]. (3) Given the product [Cl:22][C:5]1[C:6](=[O:21])[N:7]([C:10]2[CH:15]=[CH:14][C:13]([O:16][C:17]([F:20])([F:19])[F:18])=[CH:12][CH:11]=2)[N:8]([CH3:9])[C:4]=1[CH:2]([N:33]1[CH2:32][CH2:31][N:30]([C:28]2[CH:29]=[C:24]([Cl:23])[CH:25]=[CH:26][C:27]=2[O:36][CH3:37])[CH2:35][CH2:34]1)[CH3:3], predict the reactants needed to synthesize it. The reactants are: Br[CH:2]([C:4]1[N:8]([CH3:9])[N:7]([C:10]2[CH:15]=[CH:14][C:13]([O:16][C:17]([F:20])([F:19])[F:18])=[CH:12][CH:11]=2)[C:6](=[O:21])[C:5]=1[Cl:22])[CH3:3].[Cl:23][C:24]1[CH:25]=[CH:26][C:27]([O:36][CH3:37])=[C:28]([N:30]2[CH2:35][CH2:34][NH:33][CH2:32][CH2:31]2)[CH:29]=1.C(=O)([O-])[O-].[K+].[K+]. (4) Given the product [I:1][C:2]1[CH:3]=[C:4]([OH:21])[CH:5]=[C:6]([I:20])[C:7]=1[O:8][C:9]1[CH:14]=[CH:13][C:12]([OH:15])=[C:11]([CH:17]([CH3:19])[CH3:18])[CH:10]=1, predict the reactants needed to synthesize it. The reactants are: [I:1][C:2]1[CH:3]=[C:4]([OH:21])[CH:5]=[C:6]([I:20])[C:7]=1[O:8][C:9]1[CH:14]=[CH:13][C:12]([O:15]C)=[C:11]([CH:17]([CH3:19])[CH3:18])[CH:10]=1.B(Br)(Br)Br. (5) Given the product [O:21]=[C:17]1[CH:16]=[C:15]([CH2:5][C:6]2([C:11]([O:13][CH3:14])=[O:12])[CH2:10][CH2:9][CH2:8][O:7]2)[CH:20]=[CH:19][NH:18]1, predict the reactants needed to synthesize it. The reactants are: C(O[CH:5]([C:15]1[CH:20]=[CH:19][NH:18][C:17](=[O:21])[CH:16]=1)[C:6]1([C:11]([O:13][CH3:14])=[O:12])[CH2:10][CH2:9][CH2:8][O:7]1)(=O)C. (6) Given the product [CH2:4]([C:5]1([CH2:8][CH2:30][CH3:31])[CH2:20][CH2:21][CH:22]([NH:23][C:9](=[O:11])[CH2:8][C:5]2[CH:6]=[CH:7][C:2]([OH:1])=[C:3]([O:12][CH3:13])[CH:4]=2)[CH2:7][CH2:6]1)[CH2:3][CH3:2], predict the reactants needed to synthesize it. The reactants are: [OH:1][C:2]1[CH:7]=[CH:6][C:5]([CH2:8][C:9]([OH:11])=O)=[CH:4][C:3]=1[O:12][CH3:13].Cl.C(N=C=N[CH2:20][CH2:21][CH2:22][N:23](C)C)C.C(O[CH2:30][CH3:31])(=O)C. (7) The reactants are: ClC1C=C([C:9]2[N:13]3[C:14]4[N:22]=[C:21]([O:23][CH3:24])[CH:20]=[CH:19][C:15]=4[N:16]=[C:17]([CH3:18])[C:12]3=[C:11]([CH3:25])[N:10]=2)C=C(Cl)C=1.[CH3:26][C:27]1[CH:32]=[C:31]([Cl:33])[CH:30]=[CH:29][C:28]=1B(O)O. Given the product [Cl:33][C:31]1[CH:30]=[CH:29][C:28]([C:9]2[N:13]3[C:14]4[N:22]=[C:21]([O:23][CH3:24])[CH:20]=[CH:19][C:15]=4[N:16]=[C:17]([CH3:18])[C:12]3=[C:11]([CH3:25])[N:10]=2)=[C:27]([CH3:26])[CH:32]=1, predict the reactants needed to synthesize it.